From a dataset of Reaction yield outcomes from USPTO patents with 853,638 reactions. Predict the reaction yield, written as a fraction of the theoretical maximum amount of product (1.0 means a 100% yield; for example, 0.34 means a 34% yield). The reactants are [CH3:1][O:2][CH2:3][C:4]1[CH:9]=[CH:8][C:7](B(O)O)=[CH:6][CH:5]=1.O.[C:14]([OH:18])(=[O:17])[CH:15]=O.[CH2:19]([NH:22][CH2:23][CH:24]=[CH2:25])[CH:20]=[CH2:21]. The catalyst is C(#N)C. The product is [CH2:19]([N:22]([CH2:23][CH:24]=[CH2:25])[CH:15]([C:7]1[CH:8]=[CH:9][C:4]([CH2:3][O:2][CH3:1])=[CH:5][CH:6]=1)[C:14]([OH:18])=[O:17])[CH:20]=[CH2:21]. The yield is 0.121.